This data is from Reaction yield outcomes from USPTO patents with 853,638 reactions. The task is: Predict the reaction yield, written as a fraction of the theoretical maximum amount of product (1.0 means a 100% yield; for example, 0.34 means a 34% yield). The reactants are [C:1]([C:5]1[CH:6]=[C:7]([CH:39]=[C:40]([C:42]([O:44][CH3:45])=[O:43])[CH:41]=1)[CH2:8][C:9]([CH2:16][CH2:17][CH2:18][S:19][C:20]([C:33]1[CH:38]=[CH:37][CH:36]=[CH:35][CH:34]=1)([C:27]1[CH:32]=[CH:31][CH:30]=[CH:29][CH:28]=1)[C:21]1[CH:26]=[CH:25][CH:24]=[CH:23][CH:22]=1)(C(O)=O)[C:10]([OH:12])=[O:11])([CH3:4])([CH3:3])[CH3:2]. The catalyst is CS(C)=O. The product is [C:1]([C:5]1[CH:6]=[C:7]([CH:39]=[C:40]([C:42]([O:44][CH3:45])=[O:43])[CH:41]=1)[CH2:8][CH:9]([CH2:16][CH2:17][CH2:18][S:19][C:20]([C:27]1[CH:28]=[CH:29][CH:30]=[CH:31][CH:32]=1)([C:33]1[CH:38]=[CH:37][CH:36]=[CH:35][CH:34]=1)[C:21]1[CH:26]=[CH:25][CH:24]=[CH:23][CH:22]=1)[C:10]([OH:12])=[O:11])([CH3:4])([CH3:2])[CH3:3]. The yield is 0.940.